Predict the product of the given reaction. From a dataset of Forward reaction prediction with 1.9M reactions from USPTO patents (1976-2016). (1) Given the reactants [C:1]([C:4]1([CH2:17][O:18][CH3:19])[CH2:9][CH2:8][N:7]([C:10]([O:12][C:13]([CH3:16])([CH3:15])[CH3:14])=[O:11])[CH2:6][CH2:5]1)(=O)[CH3:2].C(O)(=O)C.[C:24]1([C@@H:30]2[CH2:32][C@H:31]2[NH2:33])[CH:29]=[CH:28][CH:27]=[CH:26][CH:25]=1.C(O[BH-](OC(=O)C)OC(=O)C)(=O)C.[Na+], predict the reaction product. The product is: [CH3:19][O:18][CH2:17][C:4]1([CH:1]([NH:33][C@@H:31]2[CH2:32][C@H:30]2[C:24]2[CH:29]=[CH:28][CH:27]=[CH:26][CH:25]=2)[CH3:2])[CH2:9][CH2:8][N:7]([C:10]([O:12][C:13]([CH3:16])([CH3:15])[CH3:14])=[O:11])[CH2:6][CH2:5]1. (2) Given the reactants [F:1][C:2]([F:7])([F:6])[C:3]([OH:5])=[O:4].[CH2:8]([O:15][C:16]1[CH:17]=[C:18]([CH2:24][C@H:25]([NH:30]C(OC(C)(C)C)=O)[C:26]([O:28][CH3:29])=[O:27])[CH:19]=[CH:20][C:21]=1[O:22][CH3:23])[C:9]1[CH:14]=[CH:13][CH:12]=[CH:11][CH:10]=1, predict the reaction product. The product is: [NH2:30][C@@H:25]([CH2:24][C:18]1[CH:19]=[CH:20][C:21]([O:22][CH3:23])=[C:16]([O:15][CH2:8][C:9]2[CH:10]=[CH:11][CH:12]=[CH:13][CH:14]=2)[CH:17]=1)[C:26]([O:28][CH3:29])=[O:27].[F:1][C:2]([F:7])([F:6])[C:3]([OH:5])=[O:4]. (3) Given the reactants I[CH2:2][CH2:3][CH2:4][N:5]1[C:14]2[CH:13]=[CH:12][C:11]([CH3:15])=[CH:10][C:9]=2[C:8](=[O:16])[C:7]2[N:17]([CH3:20])[N:18]=[CH:19][C:6]1=2.[CH2:21]([N:24]1C2C=CC(C)=CC=2C(=O)C2N(C)N=C[C:25]1=2)[CH:22]=C.C(NC)C.CO.[Cl:46]CCl, predict the reaction product. The product is: [ClH:46].[CH2:21]([N:24]([CH3:25])[CH2:2][CH2:3][CH2:4][N:5]1[C:14]2[CH:13]=[CH:12][C:11]([CH3:15])=[CH:10][C:9]=2[C:8](=[O:16])[C:7]2[N:17]([CH3:20])[N:18]=[CH:19][C:6]1=2)[CH3:22]. (4) Given the reactants N#N.[F:3][C:4]([F:17])([F:16])[C:5]1[CH:15]=[CH:14][C:8](/[CH:9]=[CH:10]/[C:11](O)=[O:12])=[CH:7][CH:6]=1.CN(C=O)C.C(Cl)(=O)C([Cl:26])=O, predict the reaction product. The product is: [F:3][C:4]([F:17])([F:16])[C:5]1[CH:15]=[CH:14][C:8]([CH:9]=[CH:10][C:11]([Cl:26])=[O:12])=[CH:7][CH:6]=1.